Dataset: Forward reaction prediction with 1.9M reactions from USPTO patents (1976-2016). Task: Predict the product of the given reaction. (1) Given the reactants C(OC([NH:8][CH2:9][C:10]([N:12]1[CH2:24][CH2:23][C:22]2[C:21]3[C:16](=[CH:17][CH:18]=[C:19]([CH3:25])[CH:20]=3)[NH:15][C:14]=2[CH:13]1[C:26]1[CH:27]=[C:28]([OH:32])[CH:29]=[CH:30][CH:31]=1)=[O:11])=O)(C)(C)C.[ClH:33].O1CCOCC1, predict the reaction product. The product is: [NH2:8][CH2:9][C:10]([N:12]1[CH2:24][CH2:23][C:22]2[C:21]3[C:16](=[CH:17][CH:18]=[C:19]([CH3:25])[CH:20]=3)[NH:15][C:14]=2[CH:13]1[C:26]1[CH:27]=[C:28]([OH:32])[CH:29]=[CH:30][CH:31]=1)=[O:11].[ClH:33]. (2) Given the reactants [NH2:1][C:2]1[N:3]=[C:4]2[CH:9]=[CH:8][C:7]([O:10][C:11]3[CH:12]=[C:13]([NH:17][C:18](=[O:30])[C:19]4[CH:24]=[CH:23][CH:22]=[C:21]([C:25]5([C:28]#[N:29])[CH2:27][CH2:26]5)[CH:20]=4)[CH:14]=[CH:15][CH:16]=3)=[N:6][N:5]2[CH:31]=1.[S:32]1[CH:36]=[C:35]([C:37](O)=[O:38])[N:34]=[CH:33]1.C(Cl)(=O)C(Cl)=O.O1CCCC1, predict the reaction product. The product is: [C:28]([C:25]1([C:21]2[CH:20]=[C:19]([CH:24]=[CH:23][CH:22]=2)[C:18]([NH:17][C:13]2[CH:12]=[C:11]([CH:16]=[CH:15][CH:14]=2)[O:10][C:7]2[CH:8]=[CH:9][C:4]3[N:5]([CH:31]=[C:2]([NH:1][C:37]([C:35]4[N:34]=[CH:33][S:32][CH:36]=4)=[O:38])[N:3]=3)[N:6]=2)=[O:30])[CH2:27][CH2:26]1)#[N:29]. (3) The product is: [C:1]1([C:7]2[CH:19]=[CH:18][C:73]3[N:74]([C:27]4[CH:49]=[C:31]5[C:32]6[C:37](=[CH:36][CH:35]=[CH:34][CH:33]=6)[C:38](=[O:48])[N:39]6[C:30]5=[C:29]([CH:28]=4)[C:46]4[CH:45]=[CH:44][CH:43]=[CH:42][C:41]=4[C:40]6=[O:47])[C:76]4[C:10]([C:9]=3[CH:8]=2)=[CH:67][C:64](/[CH:65]=[CH:60]/[CH:58]=[CH:57]/[CH:56]=[CH:51]\[CH3:52])=[CH:63][CH:62]=4)[CH:6]=[CH:5][CH:4]=[CH:3][CH:2]=1. Given the reactants [C:1]1([C:7]2[CH:8]=[CH:9][C:10]3NC4C([C:18]=3[CH:19]=2)=CC(C2C=CC=CC=2)=CC=4)[CH:6]=[CH:5][CH:4]=[CH:3][CH:2]=1.Br[C:27]1[CH:28]=[C:29]2[C:46]3[C:41](=[CH:42][CH:43]=[CH:44][CH:45]=3)[C:40](=[O:47])[N:39]3[C:30]2=[C:31]([CH:49]=1)[C:32]1[CH:33]=[CH:34][CH:35]=[CH:36][C:37]=1[C:38]3=[O:48].N1C=CC=[CH:52][C:51]=1[C:56](=O)[CH2:57][C:58]([C:60]1[CH:65]=[CH:64][CH:63]=[CH:62]N=1)=O.[C:67](=O)([O-])[O-].[K+].[K+].[CH3:73][N:74]([CH:76]=O)C, predict the reaction product. (4) Given the reactants Cl[C:2]1[N:11]=[C:10]([N:12]2[CH2:16][CH2:15][C@H:14]([CH2:17][OH:18])[CH2:13]2)[C:9]2[C:8](=[O:19])[N:7]([CH3:20])[CH:6]=[N:5][C:4]=2[CH:3]=1.CC1(C)C(C)(C)OB([C:29]2[CH:34]=[CH:33][C:32]([N:35]3[CH2:40][CH2:39][O:38][CH2:37][CH2:36]3)=[CH:31][CH:30]=2)O1.C([O-])([O-])=O.[K+].[K+].CC(O)C, predict the reaction product. The product is: [OH:18][CH2:17][C@H:14]1[CH2:15][CH2:16][N:12]([C:10]2[C:9]3[C:8](=[O:19])[N:7]([CH3:20])[CH:6]=[N:5][C:4]=3[CH:3]=[C:2]([C:29]3[CH:30]=[CH:31][C:32]([N:35]4[CH2:36][CH2:37][O:38][CH2:39][CH2:40]4)=[CH:33][CH:34]=3)[N:11]=2)[CH2:13]1. (5) Given the reactants [NH2:1][C:2]1[CH:18]=[CH:17][CH:16]=[CH:15][C:3]=1[NH:4][C:5]([NH:7][CH2:8][CH2:9][CH2:10][NH:11]C(=O)[O-])=S.NC1NC2C=CC=CC=2N=1, predict the reaction product. The product is: [NH:4]1[C:3]2[CH:15]=[CH:16][CH:17]=[CH:18][C:2]=2[N:1]=[C:5]1[NH:7][CH2:8][CH2:9][CH2:10][NH2:11].